This data is from NCI-60 drug combinations with 297,098 pairs across 59 cell lines. The task is: Regression. Given two drug SMILES strings and cell line genomic features, predict the synergy score measuring deviation from expected non-interaction effect. (1) Drug 1: C1CN(CCN1C(=O)CCBr)C(=O)CCBr. Drug 2: CC(C)NC(=O)C1=CC=C(C=C1)CNNC.Cl. Cell line: COLO 205. Synergy scores: CSS=40.0, Synergy_ZIP=14.5, Synergy_Bliss=-1.25, Synergy_Loewe=1.03, Synergy_HSA=-5.95. (2) Drug 1: C1CCC(C1)C(CC#N)N2C=C(C=N2)C3=C4C=CNC4=NC=N3. Drug 2: C1CCN(CC1)CCOC2=CC=C(C=C2)C(=O)C3=C(SC4=C3C=CC(=C4)O)C5=CC=C(C=C5)O. Cell line: HL-60(TB). Synergy scores: CSS=-10.5, Synergy_ZIP=13.1, Synergy_Bliss=15.2, Synergy_Loewe=4.68, Synergy_HSA=1.19. (3) Drug 1: CC1CCCC2(C(O2)CC(NC(=O)CC(C(C(=O)C(C1O)C)(C)C)O)C(=CC3=CSC(=N3)C)C)C. Drug 2: B(C(CC(C)C)NC(=O)C(CC1=CC=CC=C1)NC(=O)C2=NC=CN=C2)(O)O. Cell line: HOP-62. Synergy scores: CSS=75.7, Synergy_ZIP=3.89, Synergy_Bliss=4.39, Synergy_Loewe=4.26, Synergy_HSA=5.09. (4) Drug 2: C1=NC2=C(N1)C(=S)N=CN2. Cell line: CCRF-CEM. Synergy scores: CSS=43.9, Synergy_ZIP=-4.30, Synergy_Bliss=-5.24, Synergy_Loewe=-42.6, Synergy_HSA=-3.98. Drug 1: CC1=CC2C(CCC3(C2CCC3(C(=O)C)OC(=O)C)C)C4(C1=CC(=O)CC4)C. (5) Drug 1: CC1=C(C(=CC=C1)Cl)NC(=O)C2=CN=C(S2)NC3=CC(=NC(=N3)C)N4CCN(CC4)CCO. Drug 2: CC12CCC3C(C1CCC2O)C(CC4=C3C=CC(=C4)O)CCCCCCCCCS(=O)CCCC(C(F)(F)F)(F)F. Cell line: MDA-MB-231. Synergy scores: CSS=13.8, Synergy_ZIP=1.97, Synergy_Bliss=5.29, Synergy_Loewe=-5.93, Synergy_HSA=4.15. (6) Drug 1: COC1=NC(=NC2=C1N=CN2C3C(C(C(O3)CO)O)O)N. Drug 2: CCCCCOC(=O)NC1=NC(=O)N(C=C1F)C2C(C(C(O2)C)O)O. Cell line: SF-295. Synergy scores: CSS=-1.19, Synergy_ZIP=-2.90, Synergy_Bliss=-11.6, Synergy_Loewe=-15.7, Synergy_HSA=-12.3. (7) Drug 1: C1=CC=C(C(=C1)C(C2=CC=C(C=C2)Cl)C(Cl)Cl)Cl. Synergy scores: CSS=10.1, Synergy_ZIP=-5.29, Synergy_Bliss=3.58, Synergy_Loewe=-12.3, Synergy_HSA=4.08. Drug 2: CC1CCC2CC(C(=CC=CC=CC(CC(C(=O)C(C(C(=CC(C(=O)CC(OC(=O)C3CCCCN3C(=O)C(=O)C1(O2)O)C(C)CC4CCC(C(C4)OC)O)C)C)O)OC)C)C)C)OC. Cell line: HCT-15. (8) Drug 1: C1CCC(C1)C(CC#N)N2C=C(C=N2)C3=C4C=CNC4=NC=N3. Drug 2: CC(C)(C#N)C1=CC(=CC(=C1)CN2C=NC=N2)C(C)(C)C#N. Cell line: KM12. Synergy scores: CSS=17.6, Synergy_ZIP=-1.68, Synergy_Bliss=-1.27, Synergy_Loewe=0.287, Synergy_HSA=0.350.